Dataset: Full USPTO retrosynthesis dataset with 1.9M reactions from patents (1976-2016). Task: Predict the reactants needed to synthesize the given product. (1) The reactants are: [Cl:1][C:2]1[CH:7]=[CH:6][C:5]([NH:8][C:9]2[CH:10]=[CH:11][C:12]([C:15](=[N:17]O)[CH3:16])=[N:13][CH:14]=2)=[C:4]([C:19]([F:22])([F:21])[F:20])[CH:3]=1.Cl.O. Given the product [NH2:17][CH:15]([C:12]1[N:13]=[CH:14][C:9]([NH:8][C:5]2[CH:6]=[CH:7][C:2]([Cl:1])=[CH:3][C:4]=2[C:19]([F:22])([F:21])[F:20])=[CH:10][CH:11]=1)[CH3:16], predict the reactants needed to synthesize it. (2) Given the product [CH3:31][C:22]([NH:21][CH2:20][C@@H:19]([C:8]1[C:9]2[S:13][C:12](=[O:14])[NH:11][C:10]=2[CH:18]=[C:6]([OH:5])[CH:7]=1)[OH:32])([CH3:30])[CH2:23][C:24]1[CH:29]=[CH:28][CH:27]=[CH:26][CH:25]=1, predict the reactants needed to synthesize it. The reactants are: C([O:5][C:6]1[CH:7]=[C:8]([C@@H:19]([OH:32])[CH2:20][NH:21][C:22]([CH3:31])([CH3:30])[CH2:23][C:24]2[CH:29]=[CH:28][CH:27]=[CH:26][CH:25]=2)[C:9]2[S:13][C:12]([O:14]C(C)C)=[N:11][C:10]=2[CH:18]=1)(C)(C)C.